This data is from Catalyst prediction with 721,799 reactions and 888 catalyst types from USPTO. The task is: Predict which catalyst facilitates the given reaction. (1) Reactant: [CH3:1][O:2][C:3]1[C:8]2[N:9]=[C:10]([C:12]#[N:13])[S:11][C:7]=2[C:6]([N:14]2[CH2:19][CH2:18][O:17][CH2:16][CH2:15]2)=[CH:5][CH:4]=1.C(N(CC)CC)C.[SH2:27]. Product: [CH3:1][O:2][C:3]1[C:8]2[N:9]=[C:10]([C:12](=[S:27])[NH2:13])[S:11][C:7]=2[C:6]([N:14]2[CH2:15][CH2:16][O:17][CH2:18][CH2:19]2)=[CH:5][CH:4]=1. The catalyst class is: 17. (2) Reactant: [NH2:1][C@H:2]([C:4]1[N:5]([CH:16]2[CH2:18][CH2:17]2)[C:6](=[O:15])[C:7]2[C:12]([CH:13]=1)=[CH:11][CH:10]=[CH:9][C:8]=2[Cl:14])[CH3:3].C(=O)([O-])[O-].[Na+].[Na+].[C:25](O[C:25]([O:27][C:28]([CH3:31])([CH3:30])[CH3:29])=[O:26])([O:27][C:28]([CH3:31])([CH3:30])[CH3:29])=[O:26]. Product: [C:28]([O:27][C:25](=[O:26])[NH:1][C@H:2]([C:4]1[N:5]([CH:16]2[CH2:18][CH2:17]2)[C:6](=[O:15])[C:7]2[C:12]([CH:13]=1)=[CH:11][CH:10]=[CH:9][C:8]=2[Cl:14])[CH3:3])([CH3:31])([CH3:30])[CH3:29]. The catalyst class is: 249. (3) Reactant: C1(P(C2C=CC=CC=2)C2C=CC=CC=2)C=CC=CC=1.[C:20]([Cl:24])(Cl)(Cl)Cl.[CH2:25]([O:32][C:33]1[C:42]2[C:37](=[CH:38][CH:39]=[C:40]([F:43])[CH:41]=2)[CH:36]=[C:35](CO)[CH:34]=1)[C:26]1[CH:31]=[CH:30][CH:29]=[CH:28][CH:27]=1. Product: [CH2:25]([O:32][C:33]1[C:42]2[C:37](=[CH:38][CH:39]=[C:40]([F:43])[CH:41]=2)[CH:36]=[C:35]([CH2:20][Cl:24])[CH:34]=1)[C:26]1[CH:27]=[CH:28][CH:29]=[CH:30][CH:31]=1. The catalyst class is: 30. (4) Reactant: Br[C:2]1[CH:3]=[N:4][N:5]([C:7]([C:20]2[CH:25]=[CH:24][CH:23]=[CH:22][CH:21]=2)([C:14]2[CH:19]=[CH:18][CH:17]=[CH:16][CH:15]=2)[C:8]2[CH:13]=[CH:12][CH:11]=[CH:10][CH:9]=2)[CH:6]=1.[B:26]1([B:26]2[O:30][C:29]([CH3:32])([CH3:31])[C:28]([CH3:34])([CH3:33])[O:27]2)[O:30][C:29]([CH3:32])([CH3:31])[C:28]([CH3:34])([CH3:33])[O:27]1.C([O-])(=O)C.[K+]. Product: [CH3:33][C:28]1([CH3:34])[C:29]([CH3:32])([CH3:31])[O:30][B:26]([C:2]2[CH:3]=[N:4][N:5]([C:7]([C:20]3[CH:25]=[CH:24][CH:23]=[CH:22][CH:21]=3)([C:14]3[CH:19]=[CH:18][CH:17]=[CH:16][CH:15]=3)[C:8]3[CH:13]=[CH:12][CH:11]=[CH:10][CH:9]=3)[CH:6]=2)[O:27]1. The catalyst class is: 710.